Dataset: Peptide-MHC class I binding affinity with 185,985 pairs from IEDB/IMGT. Task: Regression. Given a peptide amino acid sequence and an MHC pseudo amino acid sequence, predict their binding affinity value. This is MHC class I binding data. (1) The peptide sequence is QGREAAVSH. The MHC is HLA-B15:01 with pseudo-sequence HLA-B15:01. The binding affinity (normalized) is 0.000218. (2) The peptide sequence is KTPWDRFCK. The MHC is HLA-B44:02 with pseudo-sequence HLA-B44:02. The binding affinity (normalized) is 0.0847.